From a dataset of Forward reaction prediction with 1.9M reactions from USPTO patents (1976-2016). Predict the product of the given reaction. Given the reactants [H-].[Na+].CS(O[CH:8]([CH2:18][CH:19]([C:40]1[S:41][CH:42]=[C:43]([Cl:45])[N:44]=1)[C:20]1[NH:21][C:22]([C:33]2[CH:38]=[CH:37][CH:36]=[C:35]([F:39])[CH:34]=2)=[C:23]2[C:28](=[O:29])[N:27]([CH3:30])[C:26](=[O:31])[N:25]([CH3:32])[C:24]=12)[CH2:9][O:10][Si:11]([C:14]([CH3:17])([CH3:16])[CH3:15])([CH3:13])[CH3:12])(=O)=O, predict the reaction product. The product is: [Si:11]([O:10][CH2:9][CH:8]1[CH2:18][CH:19]([C:40]2[S:41][CH:42]=[C:43]([Cl:45])[N:44]=2)[C:20]2[N:21]1[C:22]([C:33]1[CH:38]=[CH:37][CH:36]=[C:35]([F:39])[CH:34]=1)=[C:23]1[C:28](=[O:29])[N:27]([CH3:30])[C:26](=[O:31])[N:25]([CH3:32])[C:24]1=2)([C:14]([CH3:15])([CH3:16])[CH3:17])([CH3:12])[CH3:13].